Dataset: Catalyst prediction with 721,799 reactions and 888 catalyst types from USPTO. Task: Predict which catalyst facilitates the given reaction. (1) Reactant: [Br:1][C:2]1[CH:3]=[C:4]2[NH:10][CH:9]=[CH:8][C:5]2=[N:6][CH:7]=1.[H-].[Na+].Br[CH2:14][C:15]1[CH:20]=[CH:19][CH:18]=[C:17]([F:21])[CH:16]=1. Product: [Br:1][C:2]1[CH:3]=[C:4]2[N:10]([CH2:14][C:15]3[CH:20]=[CH:19][CH:18]=[C:17]([F:21])[CH:16]=3)[CH:9]=[CH:8][C:5]2=[N:6][CH:7]=1. The catalyst class is: 42. (2) Reactant: [Cl:1][C:2]1[CH:3]=[C:4]2[C:9](=[CH:10][C:11]=1[C:12]([OH:14])=O)[N:8]=[CH:7][N:6]=[C:5]2[NH:15][CH:16]([C:18]1[NH:22][C:21]2[CH:23]=[CH:24][C:25]([Cl:27])=[CH:26][C:20]=2[N:19]=1)[CH3:17].FC1C(OC(N(C)C)=[N+](C)C)=C(F)C(F)=C(F)C=1F.F[P-](F)(F)(F)(F)F.C(N(C(C)C)CC)(C)C.[N:63]1[CH:68]=[CH:67][CH:66]=[CH:65][C:64]=1[CH:69]1[CH2:73][CH2:72][CH2:71][NH:70]1. Product: [Cl:1][C:2]1[CH:3]=[C:4]2[C:9](=[CH:10][C:11]=1[C:12]([N:70]1[CH2:71][CH2:72][CH2:73][CH:69]1[C:64]1[CH:65]=[CH:66][CH:67]=[CH:68][N:63]=1)=[O:14])[N:8]=[CH:7][N:6]=[C:5]2[NH:15][CH:16]([C:18]1[NH:22][C:21]2[CH:23]=[CH:24][C:25]([Cl:27])=[CH:26][C:20]=2[N:19]=1)[CH3:17]. The catalyst class is: 16. (3) Reactant: [Cl:1][C:2]1[CH:8]=[C:7]([O:9][C:10]2[C:19]3[C:14](=[CH:15][C:16]([O:22][CH3:23])=[C:17]([O:20][CH3:21])[CH:18]=3)[N:13]=[CH:12][N:11]=2)[CH:6]=[CH:5][C:3]=1[NH2:4].Cl[C:25](Cl)([O:27][C:28](=[O:34])OC(Cl)(Cl)Cl)Cl.[CH:36]1(CO)[CH2:42][CH2:41][CH2:40][CH2:39][CH2:38][CH2:37]1.C(=O)(O)[O-].[Na+]. Product: [Cl:1][C:2]1[CH:8]=[C:7]([O:9][C:10]2[C:19]3[C:14](=[CH:15][C:16]([O:22][CH3:23])=[C:17]([O:20][CH3:21])[CH:18]=3)[N:13]=[CH:12][N:11]=2)[CH:6]=[CH:5][C:3]=1[NH:4][C:28](=[O:34])[O:27][CH2:25][CH:36]1[CH2:42][CH2:41][CH2:40][CH2:39][CH2:38][CH2:37]1. The catalyst class is: 208. (4) Product: [F:1][C:2]1[C:7]([C:8]([C:9]2[C:17]3[C:12](=[N:13][CH:14]=[C:15]([C:18]([F:21])([F:19])[F:20])[CH:16]=3)[NH:11][CH:10]=2)=[O:22])=[C:6]([F:23])[CH:5]=[CH:4][C:3]=1[NH:24][S:25]([CH2:28][CH2:29][CH3:30])(=[O:26])=[O:27]. The catalyst class is: 489. Reactant: [F:1][C:2]1[C:7]([CH:8]([OH:22])[C:9]2[C:17]3[C:12](=[N:13][CH:14]=[C:15]([C:18]([F:21])([F:20])[F:19])[CH:16]=3)[NH:11][CH:10]=2)=[C:6]([F:23])[CH:5]=[CH:4][C:3]=1[NH:24][S:25]([CH2:28][CH2:29][CH3:30])(=[O:27])=[O:26].CC(OI1(OC(C)=O)(OC(C)=O)OC(=O)C2C=CC=CC1=2)=O. (5) Reactant: [Na+].[Na+].[F:3][C:4]([F:15])([C:12]([O-:14])=[O:13])[O:5][C:6]([F:11])([F:10])[C:7]([O-:9])=[O:8].[Br-].[C:17]1([S+:23]([C:30]2[CH:35]=[CH:34][CH:33]=[CH:32][CH:31]=2)[C:24]2[CH:29]=[CH:28][CH:27]=[CH:26][CH:25]=2)[CH:22]=[CH:21][CH:20]=[CH:19][CH:18]=1. Product: [F:3][C:4]([F:15])([C:12]([OH:14])=[O:13])[O:5][C:6]([F:10])([F:11])[C:7]([OH:9])=[O:8].[C:30]1([S+:23]([C:17]2[CH:18]=[CH:19][CH:20]=[CH:21][CH:22]=2)[C:24]2[CH:29]=[CH:28][CH:27]=[CH:26][CH:25]=2)[CH:31]=[CH:32][CH:33]=[CH:34][CH:35]=1.[C:30]1([S+:23]([C:17]2[CH:18]=[CH:19][CH:20]=[CH:21][CH:22]=2)[C:24]2[CH:29]=[CH:28][CH:27]=[CH:26][CH:25]=2)[CH:31]=[CH:32][CH:33]=[CH:34][CH:35]=1. The catalyst class is: 6. (6) Reactant: [NH2:1][C:2]1[N:7]=[C:6]([NH2:8])[C:5]([O:9][CH2:10][CH2:11][CH2:12][O:13][C:14]2[CH:19]=[CH:18][CH:17]=[CH:16][C:15]=2[O:20][CH2:21][CH2:22][CH2:23][C:24]([OH:26])=[O:25])=[C:4]([CH2:27][CH3:28])[N:3]=1.OS(O)(=O)=O.C(OCC)(OCC)O[CH2:36][CH3:37].C([O-])([O-])=O.[K+].[K+]. Product: [NH2:1][C:2]1[N:7]=[C:6]([NH2:8])[C:5]([O:9][CH2:10][CH2:11][CH2:12][O:13][C:14]2[CH:19]=[CH:18][CH:17]=[CH:16][C:15]=2[O:20][CH2:21][CH2:22][CH2:23][C:24]([O:26][CH2:36][CH3:37])=[O:25])=[C:4]([CH2:27][CH3:28])[N:3]=1. The catalyst class is: 14.